Dataset: Catalyst prediction with 721,799 reactions and 888 catalyst types from USPTO. Task: Predict which catalyst facilitates the given reaction. (1) Reactant: [CH3:1][N:2]1[CH2:6][CH2:5][N:4]([CH3:7])[C:3]1=[N:8][C:9]1[CH:18]=[CH:17][CH:16]=[C:15]2[C:10]=1[CH2:11][CH2:12][NH:13][CH2:14]2.Cl[C:20]1[NH:21][C:22]2[C:27]([C:28](=[O:30])[N:29]=1)=[C:26]([CH3:31])[C:25]([O:32][CH3:33])=[C:24]([O:34][CH3:35])[CH:23]=2. Product: [CH3:7][N:4]1[CH2:5][CH2:6][N:2]([CH3:1])[C:3]1=[N:8][C:9]1[CH:18]=[CH:17][CH:16]=[C:15]2[C:10]=1[CH2:11][CH2:12][N:13]([C:20]1[NH:21][C:22]3[C:27]([C:28](=[O:30])[N:29]=1)=[C:26]([CH3:31])[C:25]([O:32][CH3:33])=[C:24]([O:34][CH3:35])[CH:23]=3)[CH2:14]2. The catalyst class is: 16. (2) Reactant: [CH3:1][N:2]([CH3:24])[C:3]1[N:8]=[C:7]([CH3:9])[C:6]([CH:10]([CH2:15][CH2:16][CH3:17])[C:11]([O:13]C)=[O:12])=[C:5]([C:18]2[CH:23]=[CH:22][CH:21]=[CH:20][CH:19]=2)[N:4]=1.[OH-].[Na+]. Product: [CH3:24][N:2]([CH3:1])[C:3]1[N:8]=[C:7]([CH3:9])[C:6]([CH:10]([CH2:15][CH2:16][CH3:17])[C:11]([OH:13])=[O:12])=[C:5]([C:18]2[CH:19]=[CH:20][CH:21]=[CH:22][CH:23]=2)[N:4]=1. The catalyst class is: 1. (3) Reactant: [C:1]([N:8]1[CH2:13][CH2:12][CH:11]([CH2:14][OH:15])[CH2:10][CH2:9]1)([O:3][C:4]([CH3:7])([CH3:6])[CH3:5])=[O:2].[H-].[Na+].[Br:18][C:19]1[CH:20]=[N:21][C:22](I)=[N:23][CH:24]=1. Product: [Br:18][C:19]1[CH:20]=[N:21][C:22]([O:15][CH2:14][CH:11]2[CH2:12][CH2:13][N:8]([C:1]([O:3][C:4]([CH3:7])([CH3:6])[CH3:5])=[O:2])[CH2:9][CH2:10]2)=[N:23][CH:24]=1. The catalyst class is: 58. (4) Reactant: [OH:1][C:2]1[CH:7]=[CH:6][C:5]([C:8]2[S:12][C:11]([C:13]3[CH:25]=[CH:24][C:23]4[C:22]5[C:17](=[CH:18][C:19]([C:26]6[S:27][C:28]([C:31]7[CH:36]=[CH:35][C:34](O)=[CH:33][CH:32]=7)=[CH:29][CH:30]=6)=[CH:20][CH:21]=5)[C:16]([CH2:41][CH2:42][CH3:43])([CH2:38][CH2:39][CH3:40])[C:15]=4[CH:14]=3)=[CH:10][CH:9]=2)=[CH:4][CH:3]=1.[CH2:44](Br)[CH2:45][C@H:46]([CH2:48][CH2:49][CH:50]=[C:51]([CH3:53])[CH3:52])[CH3:47].[C:55](=[O:58])([O-])[O-].[K+].[K+]. Product: [CH3:47][CH:46]([CH2:48][CH2:49][CH:50]=[C:51]([CH3:53])[CH3:52])[CH2:45][CH2:44][O:1][C:2]1[CH:7]=[CH:6][C:5]([C:8]2[S:12][C:11]([C:13]3[CH:25]=[CH:24][C:23]4[C:22]5[C:17](=[CH:18][C:19]([C:26]6[S:27][C:28]([C:31]7[CH:36]=[CH:35][C:34]([O:58][CH2:55][CH2:21][C@@H:22]([CH3:17])[CH2:23][CH2:15][CH:14]=[C:13]([CH3:25])[CH3:11])=[CH:33][CH:32]=7)=[CH:29][CH:30]=6)=[CH:20][CH:21]=5)[C:16]([CH2:41][CH2:42][CH3:43])([CH2:38][CH2:39][CH3:40])[C:15]=4[CH:14]=3)=[CH:10][CH:9]=2)=[CH:4][CH:3]=1. The catalyst class is: 10.